Dataset: hERG Central: cardiac toxicity at 1µM, 10µM, and general inhibition. Task: Predict hERG channel inhibition at various concentrations. (1) The drug is CN1CCN(C(=O)/C(=C\c2ccc3c(c2)OCO3)NC(=O)c2cccs2)CC1. Results: hERG_inhib (hERG inhibition (general)): blocker. (2) The molecule is CC(=O)NC(=S)Nc1cc(C(=O)O)ccc1Cl. Results: hERG_inhib (hERG inhibition (general)): blocker. (3) The drug is CCc1nc2c(c(=O)c3ccccc3n2C)c(=O)n1CCc1ccc(OC)cc1. Results: hERG_inhib (hERG inhibition (general)): blocker.